This data is from Full USPTO retrosynthesis dataset with 1.9M reactions from patents (1976-2016). The task is: Predict the reactants needed to synthesize the given product. (1) Given the product [O:19]1[CH:20]=[CH:21][CH:22]=[C:18]1[C:6]1[N:7]=[C:8]([NH:10][C:11](=[O:17])[O:12][C:13]([CH3:16])([CH3:15])[CH3:14])[S:9][C:5]=1[C:1]([CH2:2][CH2:3][O:23][CH3:26])=[O:4], predict the reactants needed to synthesize it. The reactants are: [C:1]([C:5]1[S:9][C:8]([NH:10][C:11](=[O:17])[O:12][C:13]([CH3:16])([CH3:15])[CH3:14])=[N:7][C:6]=1[C:18]1[O:19][CH:20]=[CH:21][CH:22]=1)(=[O:4])[CH:2]=[CH2:3].[OH-:23].[K+].O.[CH3:26]O. (2) Given the product [Cl:18][CH2:17][CH2:16][CH2:15][O:13][C:7]1[CH:12]=[CH:11][CH:10]=[CH:9][CH:8]=1, predict the reactants needed to synthesize it. The reactants are: C(=O)([O-])[O-].[K+].[K+].[C:7]1([OH:13])[CH:12]=[CH:11][CH:10]=[CH:9][CH:8]=1.Br[CH2:15][CH2:16][CH2:17][Cl:18]. (3) Given the product [F:1][C:2]([F:12])([F:11])[CH2:3][CH2:4][C:5]1[NH:14][CH:8]=[CH:7][CH:6]=1, predict the reactants needed to synthesize it. The reactants are: [F:1][C:2]([F:12])([F:11])[CH2:3][CH2:4][C:5](=O)[CH2:6][CH2:7][CH:8]=O.[Cl-].[NH4+:14]. (4) Given the product [CH2:1]([O:3][C:4]1[CH:13]=[C:12]2[C:7]([C:8]([CH2:16][CH3:17])=[CH:9][C:10]([CH3:14])([CH3:15])[O:11]2)=[CH:6][C:5]=1/[C:18](/[CH3:26])=[C:19](/[F:25])\[CH2:20][OH:21])[CH3:2], predict the reactants needed to synthesize it. The reactants are: [CH2:1]([O:3][C:4]1[CH:13]=[C:12]2[C:7]([C:8]([CH2:16][CH3:17])=[CH:9][C:10]([CH3:15])([CH3:14])[O:11]2)=[CH:6][C:5]=1/[C:18](/[CH3:26])=[C:19](/[F:25])\[C:20](OCC)=[O:21])[CH3:2].[H-].C([Al+]CC(C)C)C(C)C. (5) Given the product [C:34]([C:32]1[CH:31]=[C:28]([CH:29]=[O:30])[C:27]([OH:38])=[C:26]([C:41]2[CH:42]=[CH:43][C:44]([C:46]([F:49])([F:48])[F:47])=[CH:45][C:40]=2[Cl:39])[CH:33]=1)([CH3:37])([CH3:36])[CH3:35], predict the reactants needed to synthesize it. The reactants are: C(C1C=C(C=O)C(O)=C(C2C=CC(OC(F)(F)F)=CC=2)C=1)(C)(C)C.Br[C:26]1[C:27]([OH:38])=[C:28]([CH:31]=[C:32]([C:34]([CH3:37])([CH3:36])[CH3:35])[CH:33]=1)[CH:29]=[O:30].[Cl:39][C:40]1[CH:45]=[C:44]([C:46]([F:49])([F:48])[F:47])[CH:43]=[CH:42][C:41]=1B(O)O.